This data is from Catalyst prediction with 721,799 reactions and 888 catalyst types from USPTO. The task is: Predict which catalyst facilitates the given reaction. (1) Product: [OH:19][C:11]1[CH:10]=[C:9]([O:8][CH3:7])[CH:18]=[CH:17][C:12]=1[C:13]([NH:2][OH:3])=[O:14]. Reactant: Cl.[NH2:2][OH:3].O.[OH-].[Na+].[CH3:7][O:8][C:9]1[CH:10]=[C:11]([OH:19])[C:12](=[CH:17][CH:18]=1)[C:13](OC)=[O:14]. The catalyst class is: 28. (2) Reactant: C(OC(=O)[N:7]([CH2:11][CH2:12][C:13]1[CH:21]=[CH:20][CH:19]=[C:18]2[C:14]=1[CH:15]=[N:16][N:17]2C(=O)C)[CH2:8][CH2:9][CH3:10])(C)(C)C.O1CCOCC1. The catalyst class is: 33. Product: [NH:17]1[C:18]2[C:14](=[C:13]([CH2:12][CH2:11][NH:7][CH2:8][CH2:9][CH3:10])[CH:21]=[CH:20][CH:19]=2)[CH:15]=[N:16]1. (3) Reactant: [F:1][C:2]1[CH:3]=[CH:4][C:5]([N+:12]([O-])=O)=[C:6]([NH:8][CH:9]([CH3:11])[CH3:10])[CH:7]=1.[C:15](N1C=CN=C1)(N1C=CN=C1)=[O:16].C1COCC1. The catalyst class is: 19. Product: [F:1][C:2]1[CH:3]=[CH:4][C:5]2[NH:12][C:15](=[O:16])[N:8]([CH:9]([CH3:11])[CH3:10])[C:6]=2[CH:7]=1. (4) Reactant: [CH3:1][C:2]1[CH:3]=[CH:4][C:5]2[N:6]([C:8]([CH2:11][C:12]3[CH:13]=[C:14]4[C:19](=[CH:20][CH:21]=3)[N:18]=[CH:17][C:16]([C:22]3[CH:23]=[N:24][NH:25][CH:26]=3)=[CH:15]4)=[N:9][N:10]=2)[N:7]=1.[H-].[Na+].Br[CH2:30][C:31]([NH2:33])=[O:32]. Product: [CH3:1][C:2]1[CH:3]=[CH:4][C:5]2[N:6]([C:8]([CH2:11][C:12]3[CH:13]=[C:14]4[C:19](=[CH:20][CH:21]=3)[N:18]=[CH:17][C:16]([C:22]3[CH:23]=[N:24][N:25]([CH2:30][C:31]([NH2:33])=[O:32])[CH:26]=3)=[CH:15]4)=[N:9][N:10]=2)[N:7]=1. The catalyst class is: 9.